Dataset: Catalyst prediction with 721,799 reactions and 888 catalyst types from USPTO. Task: Predict which catalyst facilitates the given reaction. (1) The catalyst class is: 5. Reactant: [OH-].[Na+].[O:3]1[CH2:8][CH2:7][CH2:6][CH2:5][CH:4]1[N:9]1[C:13]([C:14]2[S:15][CH:16]=[C:17]([C:19]([O:21]C)=[O:20])[N:18]=2)=[CH:12][C:11]([C:23]([F:26])([F:25])[F:24])=[N:10]1.Cl. Product: [O:3]1[CH2:8][CH2:7][CH2:6][CH2:5][CH:4]1[N:9]1[C:13]([C:14]2[S:15][CH:16]=[C:17]([C:19]([OH:21])=[O:20])[N:18]=2)=[CH:12][C:11]([C:23]([F:24])([F:25])[F:26])=[N:10]1. (2) Reactant: [OH:1][CH2:2][CH2:3][S:4]([CH2:7][CH2:8][O:9][C:10]([O:12][C:13]1[CH:18]=[CH:17][C:16]([N+:19]([O-:21])=[O:20])=[CH:15][CH:14]=1)=[O:11])(=[O:6])=[O:5].[NH2:22][CH2:23][CH2:24][CH2:25][NH:26][C:27]([C:40]1[CH:45]=[CH:44][C:43]([O:46][CH3:47])=[CH:42][CH:41]=1)([C:34]1[CH:39]=[CH:38][CH:37]=[CH:36][CH:35]=1)[C:28]1[CH:33]=[CH:32][CH:31]=[CH:30][CH:29]=1.Cl[C:49](OC1C=CC([N+]([O-])=O)=CC=1)=[O:50]. Product: [N+:19]([C:16]1[CH:17]=[CH:18][C:13]([O:12][C:10]([O:9][CH2:8][CH2:7][S:4]([CH2:3][CH2:2][O:1][C:49](=[O:50])[NH:22][CH2:23][CH2:24][CH2:25][NH:26][C:27]([C:40]2[CH:45]=[CH:44][C:43]([O:46][CH3:47])=[CH:42][CH:41]=2)([C:28]2[CH:33]=[CH:32][CH:31]=[CH:30][CH:29]=2)[C:34]2[CH:39]=[CH:38][CH:37]=[CH:36][CH:35]=2)(=[O:6])=[O:5])=[O:11])=[CH:14][CH:15]=1)([O-:21])=[O:20]. The catalyst class is: 13. (3) Reactant: [CH2:1]([N:3]([CH2:20][CH3:21])[CH2:4][CH2:5][NH:6]C(C1C=CC2C(=CC=C(I)C=2)C=1)=O)[CH3:2].[I:22][C:23]1[CH:24]=[C:25]2[C:34](=[CH:35][CH:36]=1)[C:33](=[O:37])[C:32]1[CH:31]=[CH:30][CH:29]=[C:28]([C:38]([O:40]C)=O)[C:27]=1[NH:26]2.[K+].[Br-].C(N(CC)CCNC(C1SC2C=CC=C(I)C=2C=1)=O)C. Product: [CH2:1]([N:3]([CH2:20][CH3:21])[CH2:4][CH2:5][NH:6][C:38]([C:28]1[C:27]2[NH:26][C:25]3[C:34](=[CH:35][CH:36]=[C:23]([I:22])[CH:24]=3)[C:33](=[O:37])[C:32]=2[CH:31]=[CH:30][CH:29]=1)=[O:40])[CH3:2]. The catalyst class is: 429. (4) Reactant: C([O:3][C:4](=[O:23])[CH2:5][C:6]1[CH:11]=[CH:10][C:9]([NH:12][C:13]([O:15][CH2:16][C:17]2[CH:22]=[CH:21][CH:20]=[CH:19][CH:18]=2)=[O:14])=[CH:8][N:7]=1)C.O1CCCC1.[OH-].[Na+:30]. Product: [CH2:16]([O:15][C:13]([NH:12][C:9]1[CH:10]=[CH:11][C:6]([CH2:5][C:4]([O-:23])=[O:3])=[N:7][CH:8]=1)=[O:14])[C:17]1[CH:22]=[CH:21][CH:20]=[CH:19][CH:18]=1.[Na+:30]. The catalyst class is: 41.